This data is from Full USPTO retrosynthesis dataset with 1.9M reactions from patents (1976-2016). The task is: Predict the reactants needed to synthesize the given product. (1) Given the product [CH3:48][N:49]([CH2:6][C@H:7]([N:29]1[C:37]([C:38]2[CH:39]=[CH:40][CH:41]=[CH:42][CH:43]=2)=[C:36]2[C:31]([N:32]([CH3:47])[C:33](=[O:46])[N:34]([CH3:45])[C:35]2=[O:44])=[CH:30]1)[CH2:8][S:9][C:10]([C:17]1[CH:18]=[CH:19][CH:20]=[CH:21][CH:22]=1)([C:23]1[CH:24]=[CH:25][CH:26]=[CH:27][CH:28]=1)[C:11]1[CH:16]=[CH:15][CH:14]=[CH:13][CH:12]=1)[CH3:50], predict the reactants needed to synthesize it. The reactants are: CS(O[CH2:6][C@H:7]([N:29]1[C:37]([C:38]2[CH:43]=[CH:42][CH:41]=[CH:40][CH:39]=2)=[C:36]2[C:31]([N:32]([CH3:47])[C:33](=[O:46])[N:34]([CH3:45])[C:35]2=[O:44])=[CH:30]1)[CH2:8][S:9][C:10]([C:23]1[CH:28]=[CH:27][CH:26]=[CH:25][CH:24]=1)([C:17]1[CH:22]=[CH:21][CH:20]=[CH:19][CH:18]=1)[C:11]1[CH:16]=[CH:15][CH:14]=[CH:13][CH:12]=1)(=O)=O.[CH3:48][NH:49][CH3:50]. (2) Given the product [NH2:1][C:2]1[N:7]=[C:6]([C:8]2[CH:13]=[CH:12][CH:11]=[CH:10][CH:9]=2)[C:5]([C:14]#[N:15])=[C:4]([S:16][CH2:25][CH2:24][CH2:23][C:17]2[CH:22]=[CH:21][CH:20]=[CH:19][CH:18]=2)[N:3]=1, predict the reactants needed to synthesize it. The reactants are: [NH2:1][C:2]1[NH:3][C:4](=[S:16])[C:5]([C:14]#[N:15])=[C:6]([C:8]2[CH:13]=[CH:12][CH:11]=[CH:10][CH:9]=2)[N:7]=1.[C:17]1([CH2:23][CH2:24][CH2:25]Br)[CH:22]=[CH:21][CH:20]=[CH:19][CH:18]=1.CC[O-].[Na+]. (3) Given the product [Cl:16][C:7]1[C:8]([C:10]#[N:11])=[CH:9][C:4]([C:3]([O:2][CH3:1])=[O:14])=[C:5]([CH3:13])[N:6]=1, predict the reactants needed to synthesize it. The reactants are: [CH3:1][O:2][C:3](=[O:14])[C:4]1[CH:9]=[C:8]([C:10]#[N:11])[C:7](O)=[N:6][C:5]=1[CH3:13].P(Cl)(Cl)(Cl)(Cl)[Cl:16].